Dataset: Full USPTO retrosynthesis dataset with 1.9M reactions from patents (1976-2016). Task: Predict the reactants needed to synthesize the given product. (1) Given the product [OH:27][C:21]([C:23]([F:26])([F:25])[F:24])=[O:22].[CH3:4][C:2]([Si:5]([CH3:20])([CH3:19])[O:6][C@H:7]1[C@@H:12]([N:13]2[CH2:17][CH2:16][CH2:15][C:14]2=[O:18])[CH2:11][CH2:10][NH:9][CH2:8]1)([CH3:1])[CH3:3], predict the reactants needed to synthesize it. The reactants are: [CH3:1][C:2]([Si:5]([CH3:20])([CH3:19])[O:6][C@H:7]1[C@@H:12]([N:13]2[CH2:17][CH2:16][CH2:15][C:14]2=[O:18])[CH2:11][CH2:10][NH:9][CH2:8]1)([CH3:4])[CH3:3].[C:21]([OH:27])([C:23]([F:26])([F:25])[F:24])=[O:22].CO. (2) The reactants are: [CH:1]1([N:6]2[CH2:12][C:11]([F:14])([F:13])[C:10](=[O:15])[N:9]([CH3:16])[C:8]3[CH:17]=[N:18][C:19]([NH:21][C:22]4[CH:30]=[CH:29][C:25]([C:26](O)=[O:27])=[CH:24][C:23]=4[CH2:31][CH3:32])=[N:20][C:7]2=3)[CH2:5][CH2:4][CH2:3][CH2:2]1.ON1C2C=CC=CC=2N=N1.F[P-](F)(F)(F)(F)F.CN(C(N(C)C)=[N+]1C2C=CC=CC=2[N+]([O-])=N1)C.C(N(C(C)C)CC)(C)C.[NH2:76][CH:77]1[CH2:82][CH2:81][N:80]([C:83]([O:85][C:86]([CH3:89])([CH3:88])[CH3:87])=[O:84])[CH2:79][CH2:78]1. Given the product [C:86]([O:85][C:83]([N:80]1[CH2:79][CH2:78][CH:77]([NH:76][C:26](=[O:27])[C:25]2[CH:29]=[CH:30][C:22]([NH:21][C:19]3[N:18]=[CH:17][C:8]4[N:9]([CH3:16])[C:10](=[O:15])[C:11]([F:13])([F:14])[CH2:12][N:6]([CH:1]5[CH2:5][CH2:4][CH2:3][CH2:2]5)[C:7]=4[N:20]=3)=[C:23]([CH2:31][CH3:32])[CH:24]=2)[CH2:82][CH2:81]1)=[O:84])([CH3:89])([CH3:88])[CH3:87], predict the reactants needed to synthesize it. (3) Given the product [F:25][C:20]1[CH:19]=[C:18]([CH:23]=[CH:22][C:21]=1[F:24])[CH2:17][N:14]1[CH2:15][CH2:16][C:8]2([N:7]([C:26]3[CH:31]=[CH:30][C:29]([O:32][CH3:33])=[CH:28][CH:27]=3)[C:6](=[O:34])[C:5]3[C:10](=[CH:11][C:2]([B:38]4[O:39][C:40]([CH3:42])([CH3:41])[C:36]([CH3:52])([CH3:35])[O:37]4)=[CH:3][CH:4]=3)[NH:9]2)[CH2:12][CH2:13]1, predict the reactants needed to synthesize it. The reactants are: Br[C:2]1[CH:11]=[C:10]2[C:5]([C:6](=[O:34])[N:7]([C:26]3[CH:31]=[CH:30][C:29]([O:32][CH3:33])=[CH:28][CH:27]=3)[C:8]3([CH2:16][CH2:15][N:14]([CH2:17][C:18]4[CH:23]=[CH:22][C:21]([F:24])=[C:20]([F:25])[CH:19]=4)[CH2:13][CH2:12]3)[NH:9]2)=[CH:4][CH:3]=1.[CH3:35][C:36]1([CH3:52])[C:40]([CH3:42])([CH3:41])[O:39][B:38]([B:38]2[O:39][C:40]([CH3:42])([CH3:41])[C:36]([CH3:52])([CH3:35])[O:37]2)[O:37]1.C([O-])(=O)C.[K+].C(Cl)Cl. (4) Given the product [CH3:10][C:7]1[CH:8]=[CH:9][C:4]2[C:3]([OH:12])=[N:2][O:11][C:5]=2[CH:6]=1, predict the reactants needed to synthesize it. The reactants are: O[NH:2][C:3](=[O:12])[C:4]1[CH:9]=[CH:8][C:7]([CH3:10])=[CH:6][C:5]=1[OH:11].S(Cl)(Cl)=O.C(N(CCCC)CCCC)CCC.[OH-].[Na+]. (5) Given the product [CH:18]([N:13]1[C:12]([C:31]2[CH:32]=[CH:33][CH:34]=[CH:35][C:30]=2[CH3:29])=[C:11]2[C:15]([CH2:16][CH2:17][NH:8][CH2:9][CH2:10]2)=[N:14]1)([CH3:19])[CH3:20], predict the reactants needed to synthesize it. The reactants are: C(OC([N:8]1[CH2:17][CH2:16][C:15]2[C:11](=[C:12](OS(C(F)(F)F)(=O)=O)[N:13]([CH:18]([CH3:20])[CH3:19])[N:14]=2)[CH2:10][CH2:9]1)=O)(C)(C)C.[CH3:29][C:30]1[CH:35]=[CH:34][CH:33]=[CH:32][C:31]=1B(O)O. (6) The reactants are: [ClH:1].[C:2]([C:6]1[CH:11]=[CH:10][C:9]([N-:12][C:13]2[C:22]3[C:17](=[CH:18][C:19]([C:23]4[C:28]([C:29]([F:32])([F:31])[F:30])=[CH:27][CH:26]=[CH:25][N:24]=4)=[CH:20][CH:21]=3)[N:16]=[CH:15][N:14]=2)=[CH:8][CH:7]=1)([CH3:5])([CH3:4])[CH3:3].FC(F)(F)C1C(C2C=C3C(C(O)=NC=N3)=CC=2)=NC=CC=1. Given the product [ClH:1].[C:2]([C:6]1[CH:11]=[CH:10][C:9]([NH:12][C:13]2[C:22]3[C:17](=[CH:18][C:19]([C:23]4[C:28]([C:29]([F:31])([F:30])[F:32])=[CH:27][CH:26]=[CH:25][N:24]=4)=[CH:20][CH:21]=3)[N:16]=[CH:15][N:14]=2)=[CH:8][CH:7]=1)([CH3:5])([CH3:3])[CH3:4], predict the reactants needed to synthesize it.